This data is from Full USPTO retrosynthesis dataset with 1.9M reactions from patents (1976-2016). The task is: Predict the reactants needed to synthesize the given product. (1) Given the product [OH:6][C:7]1[CH:32]=[CH:31][C:10]([CH2:11][C@@H:12]2[CH2:17][O:16][CH2:15][CH2:14][N:13]2[C:18]([C:20]2[CH:25]=[CH:24][CH:23]=[CH:22][C:21]=2[N:26]2[N:30]=[CH:29][CH:28]=[N:27]2)=[O:19])=[CH:9][C:8]=1[C:33]1[N:38]=[CH:37][CH:36]=[CH:35][N:34]=1, predict the reactants needed to synthesize it. The reactants are: B(Br)(Br)Br.C[O:6][C:7]1[CH:32]=[CH:31][C:10]([CH2:11][C@@H:12]2[CH2:17][O:16][CH2:15][CH2:14][N:13]2[C:18]([C:20]2[CH:25]=[CH:24][CH:23]=[CH:22][C:21]=2[N:26]2[N:30]=[CH:29][CH:28]=[N:27]2)=[O:19])=[CH:9][C:8]=1[C:33]1[N:38]=[CH:37][CH:36]=[CH:35][N:34]=1. (2) Given the product [F:10][C:11]1[CH:16]=[CH:15][CH:14]=[CH:13][C:12]=1[O:17][C:2]1[CH:3]=[C:4]([CH:7]=[CH:8][CH:9]=1)[C:5]#[N:6], predict the reactants needed to synthesize it. The reactants are: F[C:2]1[CH:3]=[C:4]([CH:7]=[CH:8][CH:9]=1)[C:5]#[N:6].[F:10][C:11]1[CH:16]=[CH:15][CH:14]=[CH:13][C:12]=1[OH:17].C(=O)([O-])[O-].[Cs+].[Cs+].Cl. (3) Given the product [Cl:28][C:27]1[N:13]2[CH:14]=[C:15]([C:22]3[CH:26]=[CH:25][O:24][CH:23]=3)[CH:16]=[C:17]([C:18]([F:20])([F:21])[F:19])[C:12]2=[N:11][C:10]=1[C:8]([N:5]1[CH2:6][CH2:7][CH:3]([NH:2][C:38](=[O:40])[CH3:39])[CH2:4]1)=[O:9], predict the reactants needed to synthesize it. The reactants are: Cl.[NH2:2][CH:3]1[CH2:7][CH2:6][N:5]([C:8]([C:10]2[N:11]=[C:12]3[C:17]([C:18]([F:21])([F:20])[F:19])=[CH:16][C:15]([C:22]4[CH:26]=[CH:25][O:24][CH:23]=4)=[CH:14][N:13]3[C:27]=2[Cl:28])=[O:9])[CH2:4]1.C(N(CC)C(C)C)(C)C.[C:38](OC(=O)C)(=[O:40])[CH3:39]. (4) Given the product [CH:1]([O:4][C:5]([N:7]1[CH2:11][CH2:10][C@H:9]([N:12]([CH2:13][C:14]2[CH:19]=[C:18]([C:20]([F:23])([F:22])[F:21])[CH:17]=[C:16]([Cl:24])[CH:15]=2)[C:25]2[N:30]=[CH:29][C:28]([C:36]3[CH:35]=[N:34][N:33]([CH3:32])[CH:37]=3)=[CH:27][N:26]=2)[CH2:8]1)=[O:6])([CH3:3])[CH3:2], predict the reactants needed to synthesize it. The reactants are: [CH:1]([O:4][C:5]([N:7]1[CH2:11][CH2:10][C@H:9]([N:12]([C:25]2[N:30]=[CH:29][C:28](Br)=[CH:27][N:26]=2)[CH2:13][C:14]2[CH:19]=[C:18]([C:20]([F:23])([F:22])[F:21])[CH:17]=[C:16]([Cl:24])[CH:15]=2)[CH2:8]1)=[O:6])([CH3:3])[CH3:2].[CH3:32][N:33]1[CH:37]=[CH:36][C:35](B2OC(C)(C)C(C)(C)O2)=[N:34]1.C(=O)([O-])O.[Na+].O. (5) Given the product [C:26]([N:20]([N:9]1[C:8](=[O:25])[C:7]2[C:12](=[CH:13][C:14]([C:15]([F:16])([F:18])[F:17])=[C:5]([CH:2]([OH:1])[CH2:3][CH3:4])[CH:6]=2)[NH:11][C:10]1=[O:19])[S:21]([CH3:24])(=[O:23])=[O:22])(=[O:30])[CH2:27][CH2:28][CH3:29], predict the reactants needed to synthesize it. The reactants are: [OH:1][CH:2]([C:5]1[CH:6]=[C:7]2[C:12](=[CH:13][C:14]=1[C:15]([F:18])([F:17])[F:16])[NH:11][C:10](=[O:19])[N:9]([NH:20][S:21]([CH3:24])(=[O:23])=[O:22])[C:8]2=[O:25])[CH2:3][CH3:4].[C:26](Cl)(=[O:30])[CH2:27][CH2:28][CH3:29]. (6) Given the product [Cl:1][C:2]1[C:3]([C:14]2[N:19]([CH2:20][C:21]3[CH:22]=[CH:23][C:24]([C:27]([CH3:28])([CH3:29])[CH3:30])=[CH:25][CH:26]=3)[C:18](=[O:31])[C:17]([C:51]([NH:52][CH2:71][C:72]([OH:74])=[O:73])=[O:82])=[C:16]([OH:32])[N:15]=2)=[C:4]([C:8]2[CH:13]=[CH:12][CH:11]=[CH:10][CH:9]=2)[CH:5]=[CH:6][CH:7]=1, predict the reactants needed to synthesize it. The reactants are: [Cl:1][C:2]1[C:3]([C:14]2[N:19]([CH2:20][C:21]3[CH:26]=[CH:25][C:24]([C:27]([CH3:30])([CH3:29])[CH3:28])=[CH:23][CH:22]=3)[C:18](=[O:31])[CH:17]=[C:16]([OH:32])[N:15]=2)=[C:4]([C:8]2[CH:13]=[CH:12][CH:11]=[CH:10][CH:9]=2)[CH:5]=[CH:6][CH:7]=1.[Cl-].C[Al+]C.CCCCCC.C(C1C=CC([CH2:51][NH2:52])=CC=1)(C)(C)C.ClC1C=CC=C(C2C=CC=CC=2)C=1C#N.C(OCC)(=O)[CH2:71][C:72]([O:74]CC)=[O:73].C[O-:82].[Na+].CO. (7) Given the product [CH3:1][N:2]1[CH:6]=[C:5]([C:7]([F:8])([F:9])[F:10])[C:4]([CH2:11][CH2:12][NH:13][C:14](=[O:20])[O:15][C:16]([CH3:19])([CH3:18])[CH3:17])=[N:3]1, predict the reactants needed to synthesize it. The reactants are: [CH3:1][N:2]1[CH:6]=[C:5]([C:7]([F:10])([F:9])[F:8])[C:4]([CH2:11][C:12]#[N:13])=[N:3]1.[C:14](=O)([O:20]C(C)(C)C)[O:15][C:16]([CH3:19])([CH3:18])[CH3:17].[BH4-].[Na+]. (8) Given the product [CH2:1]([NH:8][C:9]([N:11]1[CH2:20][CH2:19][C:18]2[N:17]=[C:16]([C:21]([NH:26][OH:27])=[O:22])[CH:15]=[CH:14][C:13]=2[CH2:12]1)=[O:10])[C:2]1[CH:3]=[CH:4][CH:5]=[CH:6][CH:7]=1, predict the reactants needed to synthesize it. The reactants are: [CH2:1]([NH:8][C:9]([N:11]1[CH2:20][CH2:19][C:18]2[N:17]=[C:16]([C:21](OC)=[O:22])[CH:15]=[CH:14][C:13]=2[CH2:12]1)=[O:10])[C:2]1[CH:7]=[CH:6][CH:5]=[CH:4][CH:3]=1.[K].[NH2:26][OH:27].C(O)(=O)C. (9) The reactants are: [CH2:1]([O:3][C:4](=[O:18])[CH:5]([O:15][CH2:16][CH3:17])[CH2:6][C:7]1[CH:12]=[CH:11][C:10]([OH:13])=[CH:9][C:8]=1[CH3:14])[CH3:2].[Cl:19][C:20]1[CH:25]=[C:24]([Cl:26])[CH:23]=[CH:22][C:21]=1[C:27]1[S:28][C:29]([CH2:33]OC)=[C:30]([CH3:32])[N:31]=1.ClC1C=C(Cl)C=CC=1C(N)=S.ClC(C(C)=O)C(OCC)=O.C(P(CCCC)CCCC)CCC.CN(C)C(N=NC(N(C)C)=O)=O. Given the product [CH2:1]([O:3][C:4](=[O:18])[CH:5]([O:15][CH2:16][CH3:17])[CH2:6][C:7]1[CH:12]=[CH:11][C:10]([O:13][CH2:33][C:29]2[S:28][C:27]([C:21]3[CH:22]=[CH:23][C:24]([Cl:26])=[CH:25][C:20]=3[Cl:19])=[N:31][C:30]=2[CH3:32])=[CH:9][C:8]=1[CH3:14])[CH3:2], predict the reactants needed to synthesize it. (10) Given the product [F:1][C:2]1[CH:3]=[C:4]([C:9]2[N:10]=[C:11]3[CH:19]=[CH:18][C:17]([N:20]4[CH2:21][CH2:22][N:23]([C:26]([O:28][C:29]([CH3:32])([CH3:31])[CH3:30])=[O:27])[CH2:24][CH2:25]4)=[CH:16][N:12]3[C:13](=[O:15])[CH:14]=2)[CH:5]=[CH:6][C:7]=1[OH:8], predict the reactants needed to synthesize it. The reactants are: [F:1][C:2]1[CH:3]=[C:4]([C:9]2[N:10]=[C:11]3[CH:19]=[CH:18][C:17]([N:20]4[CH2:25][CH2:24][NH:23][CH2:22][CH2:21]4)=[CH:16][N:12]3[C:13](=[O:15])[CH:14]=2)[CH:5]=[CH:6][C:7]=1[OH:8].[C:26](O[C:26]([O:28][C:29]([CH3:32])([CH3:31])[CH3:30])=[O:27])([O:28][C:29]([CH3:32])([CH3:31])[CH3:30])=[O:27].C(N(CC)CC)C.